From a dataset of Peptide-MHC class II binding affinity with 134,281 pairs from IEDB. Regression. Given a peptide amino acid sequence and an MHC pseudo amino acid sequence, predict their binding affinity value. This is MHC class II binding data. (1) The peptide sequence is IFKVAATAANAAPAN. The MHC is DRB1_0901 with pseudo-sequence DRB1_0901. The binding affinity (normalized) is 0.425. (2) The peptide sequence is VTYTEHAKRKTVTAM. The MHC is H-2-IAd with pseudo-sequence H-2-IAd. The binding affinity (normalized) is 0.220. (3) The peptide sequence is QLQPFPQPELPY. The MHC is DRB1_0401 with pseudo-sequence DRB1_0401. The binding affinity (normalized) is 0.00896. (4) The peptide sequence is HGRQIRMAKLFGRDPE. The MHC is DRB1_1501 with pseudo-sequence DRB1_1501. The binding affinity (normalized) is 0.271.